This data is from Retrosynthesis with 50K atom-mapped reactions and 10 reaction types from USPTO. The task is: Predict the reactants needed to synthesize the given product. (1) Given the product COC(=O)CN(c1cc(Oc2ccccc2)ccc1OCc1ccccc1)S(N)(=O)=O, predict the reactants needed to synthesize it. The reactants are: COC(=O)CN(c1cc(Oc2ccccc2)ccc1OCc1ccccc1)S(=O)(=O)NC(=O)OC(C)(C)C. (2) Given the product O=C(NC1C2CC3CC(C2)CC1C3)C1CCCNC1, predict the reactants needed to synthesize it. The reactants are: CC(C)(C)OC(=O)N1CCCC(C(=O)NC2C3CC4CC(C3)CC2C4)C1. (3) Given the product COc1cnc(OC)n2nc(N)nc12, predict the reactants needed to synthesize it. The reactants are: COc1cnc(Cl)n2nc(N)nc12.C[O-]. (4) Given the product O=C(O)[C@@H](C1CCCCC1)N1C[C@H](CN2CCC(c3ncc(Cc4ccccc4)s3)CC2)[C@@H](c2ccccc2)C1, predict the reactants needed to synthesize it. The reactants are: COc1ccc(COC(=O)[C@@H](C2CCCCC2)N2C[C@H](CN3CCC(c4ncc(Cc5ccccc5)s4)CC3)[C@@H](c3ccccc3)C2)cc1. (5) The reactants are: O=Cc1ccc(-n2nccn2)cc1. Given the product OCc1ccc(-n2nccn2)cc1, predict the reactants needed to synthesize it. (6) Given the product Cc1ccc(Cn2c(=O)c(-c3ccccc3)c3n(c2=O)CC=CS3)cc1, predict the reactants needed to synthesize it. The reactants are: Cc1ccc(CCl)cc1.O=c1[nH]c(=O)n2c(c1-c1ccccc1)SC=CC2. (7) Given the product Cc1cnc(NC(=O)C2CC2)cc1-c1nc(C(N)=O)c(-c2ccccc2Cl)o1, predict the reactants needed to synthesize it. The reactants are: Cc1cnc(NC(=O)C2CC2)cc1[Sn](C)(C)C.NC(=O)c1nc(I)oc1-c1ccccc1Cl.